Task: Regression. Given two drug SMILES strings and cell line genomic features, predict the synergy score measuring deviation from expected non-interaction effect.. Dataset: NCI-60 drug combinations with 297,098 pairs across 59 cell lines (1) Drug 1: CN1CCC(CC1)COC2=C(C=C3C(=C2)N=CN=C3NC4=C(C=C(C=C4)Br)F)OC. Drug 2: CC1C(C(=O)NC(C(=O)N2CCCC2C(=O)N(CC(=O)N(C(C(=O)O1)C(C)C)C)C)C(C)C)NC(=O)C3=C4C(=C(C=C3)C)OC5=C(C(=O)C(=C(C5=N4)C(=O)NC6C(OC(=O)C(N(C(=O)CN(C(=O)C7CCCN7C(=O)C(NC6=O)C(C)C)C)C)C(C)C)C)N)C. Cell line: U251. Synergy scores: CSS=37.0, Synergy_ZIP=14.1, Synergy_Bliss=16.4, Synergy_Loewe=17.1, Synergy_HSA=16.7. (2) Drug 1: C1=CC(=C2C(=C1NCCNCCO)C(=O)C3=C(C=CC(=C3C2=O)O)O)NCCNCCO. Drug 2: CNC(=O)C1=NC=CC(=C1)OC2=CC=C(C=C2)NC(=O)NC3=CC(=C(C=C3)Cl)C(F)(F)F. Cell line: NCI-H322M. Synergy scores: CSS=30.7, Synergy_ZIP=-10.1, Synergy_Bliss=-2.22, Synergy_Loewe=-17.3, Synergy_HSA=-1.78. (3) Drug 1: C1=CC(=C2C(=C1NCCNCCO)C(=O)C3=C(C=CC(=C3C2=O)O)O)NCCNCCO. Drug 2: CC1C(C(CC(O1)OC2CC(CC3=C2C(=C4C(=C3O)C(=O)C5=C(C4=O)C(=CC=C5)OC)O)(C(=O)C)O)N)O.Cl. Cell line: SF-295. Synergy scores: CSS=70.4, Synergy_ZIP=9.98, Synergy_Bliss=9.65, Synergy_Loewe=6.93, Synergy_HSA=14.0. (4) Drug 1: CNC(=O)C1=CC=CC=C1SC2=CC3=C(C=C2)C(=NN3)C=CC4=CC=CC=N4. Drug 2: CCC1=C2CN3C(=CC4=C(C3=O)COC(=O)C4(CC)O)C2=NC5=C1C=C(C=C5)O. Cell line: OVCAR-8. Synergy scores: CSS=33.3, Synergy_ZIP=4.20, Synergy_Bliss=3.86, Synergy_Loewe=-28.1, Synergy_HSA=2.95. (5) Drug 1: CCCS(=O)(=O)NC1=C(C(=C(C=C1)F)C(=O)C2=CNC3=C2C=C(C=N3)C4=CC=C(C=C4)Cl)F. Drug 2: C1=CC=C(C(=C1)C(C2=CC=C(C=C2)Cl)C(Cl)Cl)Cl. Cell line: NCI-H322M. Synergy scores: CSS=-5.83, Synergy_ZIP=3.88, Synergy_Bliss=3.21, Synergy_Loewe=-2.76, Synergy_HSA=-2.87. (6) Drug 1: C1CCC(C1)C(CC#N)N2C=C(C=N2)C3=C4C=CNC4=NC=N3. Synergy scores: CSS=6.93, Synergy_ZIP=-6.98, Synergy_Bliss=-7.27, Synergy_Loewe=-40.9, Synergy_HSA=-11.0. Drug 2: CCC1(CC2CC(C3=C(CCN(C2)C1)C4=CC=CC=C4N3)(C5=C(C=C6C(=C5)C78CCN9C7C(C=CC9)(C(C(C8N6C)(C(=O)OC)O)OC(=O)C)CC)OC)C(=O)OC)O.OS(=O)(=O)O. Cell line: OVCAR-5. (7) Drug 2: C1=CN(C=N1)CC(O)(P(=O)(O)O)P(=O)(O)O. Cell line: OVCAR-5. Drug 1: CNC(=O)C1=NC=CC(=C1)OC2=CC=C(C=C2)NC(=O)NC3=CC(=C(C=C3)Cl)C(F)(F)F. Synergy scores: CSS=-10.7, Synergy_ZIP=8.58, Synergy_Bliss=3.10, Synergy_Loewe=-4.52, Synergy_HSA=-8.01.